Dataset: Reaction yield outcomes from USPTO patents with 853,638 reactions. Task: Predict the reaction yield, written as a fraction of the theoretical maximum amount of product (1.0 means a 100% yield; for example, 0.34 means a 34% yield). (1) The reactants are [NH2:1][C:2]1[CH:7]=[CH:6][C:5]([N:8]2[C:16]3[C:11](=[CH:12][C:13]([Cl:17])=[CH:14][CH:15]=3)[C:10]([C:18](=[O:20])[CH3:19])=[CH:9]2)=[C:4]([Cl:21])[CH:3]=1.[O-:22][C:23]#[N:24].[Na+].C(O)(=O)C. The catalyst is O. The product is [C:18]([C:10]1[C:11]2[C:16](=[CH:15][CH:14]=[C:13]([Cl:17])[CH:12]=2)[N:8]([C:5]2[CH:6]=[CH:7][C:2]([NH:1][C:23]([NH2:24])=[O:22])=[CH:3][C:4]=2[Cl:21])[CH:9]=1)(=[O:20])[CH3:19]. The yield is 0.0900. (2) The reactants are [Cl:1][C:2]1[CH:7]=[CH:6][C:5]([C@H:8]2[C@@H:12]([C:13]3[CH:18]=[CH:17][C:16]([Cl:19])=[CH:15][CH:14]=3)[N:11]([C:20](N3CCN(CCS(C)(=O)=O)CC3)=[O:21])[C:10]([C:34]3[CH:39]=[CH:38][C:37]([C:40]([CH3:49])([CH3:48])[C:41]([N:43]([CH2:46][CH3:47])[CH2:44][CH3:45])=[O:42])=[CH:36][C:35]=3[O:50][CH2:51][CH3:52])=[N:9]2)=[CH:4][CH:3]=1.[N:53]1([C:59](=[O:67])[CH2:60][N:61]2[CH2:66][CH2:65][NH:64][CH2:63][CH2:62]2)[CH2:58][CH2:57][O:56][CH2:55][CH2:54]1. No catalyst specified. The product is [Cl:1][C:2]1[CH:7]=[CH:6][C:5]([C@H:8]2[C@@H:12]([C:13]3[CH:14]=[CH:15][C:16]([Cl:19])=[CH:17][CH:18]=3)[N:11]([C:20]([N:64]3[CH2:63][CH2:62][N:61]([CH2:60][C:59]([N:53]4[CH2:54][CH2:55][O:56][CH2:57][CH2:58]4)=[O:67])[CH2:66][CH2:65]3)=[O:21])[C:10]([C:34]3[CH:39]=[CH:38][C:37]([C:40]([CH3:49])([CH3:48])[C:41]([N:43]([CH2:46][CH3:47])[CH2:44][CH3:45])=[O:42])=[CH:36][C:35]=3[O:50][CH2:51][CH3:52])=[N:9]2)=[CH:4][CH:3]=1. The yield is 0.850. (3) The reactants are Cl[C:2]1[CH:7]=[CH:6][CH:5]=[C:4]([Cl:8])[N:3]=1.[CH2:9]([N:13]1[N:17]=[C:16]2[CH:18]=[CH:19][CH:20]=[CH:21][C:15]2=[N:14]1)[CH2:10][C:11]#[CH:12]. No catalyst specified. The product is [Cl:8][C:4]1[N:3]=[C:2]([C:12]#[C:11][CH2:10][CH2:9][N:13]2[N:14]=[C:15]3[CH:21]=[CH:20][CH:19]=[CH:18][C:16]3=[N:17]2)[CH:7]=[CH:6][CH:5]=1. The yield is 0.0500. (4) The reactants are [S:1]1[CH:5]=[CH:4][C:3](B(O)O)=[CH:2]1.[F-].[K+].Cl[C:12]1[C:18]2[CH:19]=[C:20]([Cl:23])[CH:21]=[CH:22][C:17]=2[N:16]([CH3:24])[C:15](=[O:25])[CH2:14][N:13]=1.P(C(C)(C)C)(C(C)(C)C)C(C)(C)C. The catalyst is C1C=CC(/C=C/C(/C=C/C2C=CC=CC=2)=O)=CC=1.C1C=CC(/C=C/C(/C=C/C2C=CC=CC=2)=O)=CC=1.C1C=CC(/C=C/C(/C=C/C2C=CC=CC=2)=O)=CC=1.[Pd].[Pd]. The product is [Cl:23][C:20]1[CH:21]=[CH:22][C:17]2[N:16]([CH3:24])[C:15](=[O:25])[CH2:14][N:13]=[C:12]([C:3]3[CH:4]=[CH:5][S:1][CH:2]=3)[C:18]=2[CH:19]=1. The yield is 0.610. (5) The reactants are N[C:2]1[N:10]=[C:9]2[C:5]([N:6]=[CH:7][N:8]2[CH2:11][C:12]2[CH:17]=[CH:16][C:15]([CH2:18][OH:19])=[CH:14][CH:13]=2)=[C:4]([Cl:20])[N:3]=1.[I:21]CI.N(OCCC(C)C)=O. The catalyst is [Cu]I.C1COCC1. The product is [Cl:20][C:4]1[N:3]=[C:2]([I:21])[N:10]=[C:9]2[C:5]=1[N:6]=[CH:7][N:8]2[CH2:11][C:12]1[CH:17]=[CH:16][C:15]([CH2:18][OH:19])=[CH:14][CH:13]=1. The yield is 0.520. (6) The reactants are [C:1]([O:5][CH:6]([C:11]1[C:12]([C:25]2[CH:30]=[CH:29][CH:28]=[CH:27][CH:26]=2)=[C:13]2[C:20]([CH3:21])=[C:19]([CH3:22])[N:18]([CH2:23][CH3:24])[C:14]2=[N:15][C:16]=1[CH3:17])[C:7]([O:9][CH3:10])=[O:8])([CH3:4])([CH3:3])[CH3:2].[C:31]1(C)C=CC(B(O)O)=CC=1.C(=O)(O)[O-].[Na+]. The catalyst is CC(N(C)C)=O.O. The product is [C:1]([O:5][CH:6]([C:11]1[C:12]([C:25]2[CH:30]=[CH:29][C:28]([CH3:31])=[CH:27][CH:26]=2)=[C:13]2[C:20]([CH3:21])=[C:19]([CH3:22])[N:18]([CH2:23][CH3:24])[C:14]2=[N:15][C:16]=1[CH3:17])[C:7]([O:9][CH3:10])=[O:8])([CH3:2])([CH3:3])[CH3:4]. The yield is 0.880. (7) The reactants are [Cl:1][C:2]1[CH:7]=[C:6]([Cl:8])[CH:5]=[CH:4][C:3]=1[S:9]([NH:12][CH2:13][CH2:14][CH2:15][CH2:16][NH:17][CH2:18][C@@H:19]([OH:23])[CH2:20][O:21][CH3:22])(=[O:11])=[O:10].[N:24]([CH:27]([CH3:29])[CH3:28])=[C:25]=[O:26]. The catalyst is C(Cl)(Cl)Cl. The product is [Cl:1][C:2]1[CH:7]=[C:6]([Cl:8])[CH:5]=[CH:4][C:3]=1[S:9]([NH:12][CH2:13][CH2:14][CH2:15][CH2:16][N:17]([CH2:18][C@@H:19]([OH:23])[CH2:20][O:21][CH3:22])[C:25]([NH:24][CH:27]([CH3:29])[CH3:28])=[O:26])(=[O:11])=[O:10]. The yield is 0.820.